Dataset: Catalyst prediction with 721,799 reactions and 888 catalyst types from USPTO. Task: Predict which catalyst facilitates the given reaction. (1) Reactant: [NH2:1][C:2]1[C:7]2[C:8](=[O:29])[N:9]([C:13]3[CH:18]=[CH:17][C:16]([C@H:19]4[CH2:24][CH2:23][C@H:22]([CH2:25][C:26]([NH2:28])=O)[CH2:21][CH2:20]4)=[CH:15][CH:14]=3)[CH2:10][CH2:11][O:12][C:6]=2[N:5]=[CH:4][N:3]=1.CN(C=O)C.C(Cl)(=O)C(Cl)=O. Product: [NH2:1][C:2]1[C:7]2[C:8](=[O:29])[N:9]([C:13]3[CH:14]=[CH:15][C:16]([C@H:19]4[CH2:20][CH2:21][C@H:22]([CH2:25][C:26]#[N:28])[CH2:23][CH2:24]4)=[CH:17][CH:18]=3)[CH2:10][CH2:11][O:12][C:6]=2[N:5]=[CH:4][N:3]=1. The catalyst class is: 1. (2) Reactant: [CH:1]([C:3]1[CH:8]=[CH:7][C:6](B(O)O)=[CH:5][CH:4]=1)=[O:2].Br[C:13]1[CH:18]=[CH:17][C:16]([C:19]2[CH:24]=[CH:23][C:22]([O:25][CH2:26][CH2:27][CH2:28][CH2:29][CH3:30])=[CH:21][CH:20]=2)=[CH:15][CH:14]=1.C(=O)([O-])O.[Na+].O. Product: [CH2:26]([O:25][C:22]1[CH:21]=[CH:20][C:19]([C:16]2[CH:17]=[CH:18][C:13]([C:6]3[CH:7]=[CH:8][C:3]([CH:1]=[O:2])=[CH:4][CH:5]=3)=[CH:14][CH:15]=2)=[CH:24][CH:23]=1)[CH2:27][CH2:28][CH2:29][CH3:30]. The catalyst class is: 176. (3) Reactant: C([Li])CCC.[C:6](#[N:8])[CH3:7].CN(/[CH:12]=[N:13]/[C:14]1[C:15]([C:26]([O:28]C)=O)=[CH:16][C:17]2[C:22]([CH:23]=1)=[CH:21][CH:20]=[C:19]([O:24][CH3:25])[CH:18]=2)C.C(O)(=O)C. Product: [CH3:25][O:24][C:19]1[CH:20]=[CH:21][C:22]2[CH:23]=[C:14]3[C:15]([C:26](=[O:28])[C:7]([C:6]#[N:8])=[CH:12][NH:13]3)=[CH:16][C:17]=2[CH:18]=1. The catalyst class is: 7. (4) Product: [C:16]([O:20][C:21]([NH:23][C@H:24]([CH2:29][C:30]1[CH:35]=[C:34]([F:36])[C:33]([F:37])=[CH:32][C:31]=1[F:38])[CH2:25][C:26]([N:54]1[CH2:53][CH2:52][CH2:51][NH:50][C:49](=[O:55])[C@H:48]1[CH2:47][C:46]1[CH:45]=[CH:44][C:43]([O:42][C:41]([F:58])([F:59])[F:40])=[CH:57][CH:56]=1)=[O:28])=[O:22])([CH3:17])([CH3:18])[CH3:19]. The catalyst class is: 4. Reactant: CN1CCOCC1.ClC(OCC(C)C)=O.[C:16]([O:20][C:21]([NH:23][C@H:24]([CH2:29][C:30]1[CH:35]=[C:34]([F:36])[C:33]([F:37])=[CH:32][C:31]=1[F:38])[CH2:25][C:26]([OH:28])=O)=[O:22])([CH3:19])([CH3:18])[CH3:17].Cl.[F:40][C:41]([F:59])([F:58])[O:42][C:43]1[CH:57]=[CH:56][C:46]([CH2:47][CH:48]2[NH:54][CH2:53][CH2:52][CH2:51][NH:50][C:49]2=[O:55])=[CH:45][CH:44]=1. (5) Reactant: [CH:1]1([CH2:6][C@@H:7]([C:20]([NH:22][NH:23][C:24]2[C:29]([F:30])=[C:28]([N:31]3[CH2:37][CH:36]([N:38]([CH3:40])[CH3:39])[C:33]4([CH2:35][CH2:34]4)[CH2:32]3)[N:27]=[C:26]([CH2:41][CH3:42])[N:25]=2)=[O:21])[CH2:8][N:9]([O:12]CC2C=CC=CC=2)[CH:10]=[O:11])[CH2:5][CH2:4][CH2:3][CH2:2]1. Product: [CH:1]1([CH2:6][C@@H:7]([C:20]([NH:22][NH:23][C:24]2[C:29]([F:30])=[C:28]([N:31]3[CH2:37][CH:36]([N:38]([CH3:40])[CH3:39])[C:33]4([CH2:35][CH2:34]4)[CH2:32]3)[N:27]=[C:26]([CH2:41][CH3:42])[N:25]=2)=[O:21])[CH2:8][N:9]([OH:12])[CH:10]=[O:11])[CH2:2][CH2:3][CH2:4][CH2:5]1. The catalyst class is: 19. (6) Reactant: [Br:1][C:2]1[CH:7]=[CH:6][C:5]([C:8](=[O:13])[C:9]([F:12])([F:11])[F:10])=[CH:4][C:3]=1[CH3:14].[Si]([C:19]([F:22])([F:21])[F:20])(C)(C)C.CCCC[N+](CCCC)(CCCC)CCCC.[F-].Cl. Product: [Br:1][C:2]1[CH:7]=[CH:6][C:5]([C:8]([OH:13])([C:19]([F:22])([F:21])[F:20])[C:9]([F:11])([F:12])[F:10])=[CH:4][C:3]=1[CH3:14]. The catalyst class is: 1.